The task is: Regression. Given a peptide amino acid sequence and an MHC pseudo amino acid sequence, predict their binding affinity value. This is MHC class II binding data.. This data is from Peptide-MHC class II binding affinity with 134,281 pairs from IEDB. (1) The binding affinity (normalized) is 0.338. The MHC is DRB1_0901 with pseudo-sequence DRB1_0901. The peptide sequence is DKCVTVMAPDKPSLD. (2) The peptide sequence is GKSTRSTTDSGKVIP. The MHC is HLA-DQA10601-DQB10402 with pseudo-sequence HLA-DQA10601-DQB10402. The binding affinity (normalized) is 0. (3) The peptide sequence is EVLKGPFTVRYTTEG. The MHC is HLA-DQA10501-DQB10301 with pseudo-sequence HLA-DQA10501-DQB10301. The binding affinity (normalized) is 0.197.